From a dataset of Reaction yield outcomes from USPTO patents with 853,638 reactions. Predict the reaction yield, written as a fraction of the theoretical maximum amount of product (1.0 means a 100% yield; for example, 0.34 means a 34% yield). (1) The yield is 0.936. No catalyst specified. The product is [CH3:20][O:15][C:13](=[O:14])[C@H:9]([NH2:8])[CH:10]1[CH2:11][CH2:12]1. The reactants are CC(OC([NH:8][C@@H:9]([C:13]([OH:15])=[O:14])[CH:10]1[CH2:12][CH2:11]1)=O)(C)C.S(Cl)(Cl)=O.[CH3:20]O. (2) The reactants are [C:1]([O:7]CC)(=O)[CH2:2][C:3]([CH3:5])=O.C(O)(=O)C.[CH3:14][C:15]1[CH:16]=[C:17]([NH2:20])[NH:18][N:19]=1. The catalyst is COC(C)(C)C. The product is [CH3:14][C:15]1[CH:16]=[C:17]2[NH:20][C:3]([CH3:5])=[CH:2][C:1](=[O:7])[N:18]2[N:19]=1. The yield is 0.960.